This data is from Catalyst prediction with 721,799 reactions and 888 catalyst types from USPTO. The task is: Predict which catalyst facilitates the given reaction. Reactant: [H-].[Al+3].[Li+].[H-].[H-].[H-].[C:7]([NH:10][CH2:11][CH2:12][N:13]([CH2:26][CH2:27][C:28]12[CH2:37][CH:32]3[CH2:33][CH:34]([CH2:36][CH:30]([CH2:31]3)[CH2:29]1)[CH2:35]2)[C:14]([NH:16][CH2:17][CH2:18][CH2:19][C:20]1[CH:25]=[CH:24][N:23]=[CH:22][CH:21]=1)=[O:15])(=O)[CH3:8].C(OCC)(=O)C.[OH-].[Na+]. Product: [C:28]12([CH2:27][CH2:26][N:13]([CH2:12][CH2:11][NH:10][CH2:7][CH3:8])[C:14]([NH:16][CH2:17][CH2:18][CH2:19][C:20]3[CH:25]=[CH:24][N:23]=[CH:22][CH:21]=3)=[O:15])[CH2:35][CH:34]3[CH2:33][CH:32]([CH2:31][CH:30]([CH2:36]3)[CH2:29]1)[CH2:37]2. The catalyst class is: 469.